From a dataset of Forward reaction prediction with 1.9M reactions from USPTO patents (1976-2016). Predict the product of the given reaction. (1) Given the reactants [C:1](=[O:8])([O:5][CH2:6][CH3:7])[O:2][CH2:3]Cl.[C:9]1([C:33]2[CH:38]=[CH:37][CH:36]=[CH:35][CH:34]=2)[CH:14]=[CH:13][C:12]([CH2:15][C@@H:16]([NH:25]C(OC(C)(C)C)=O)[CH2:17][C@:18]([CH2:23][OH:24])([CH3:22])[C:19]([OH:21])=[O:20])=[CH:11][CH:10]=1.CCN(CC)CC, predict the reaction product. The product is: [CH2:6]([O:5][C:1]([O:2][CH2:3][O:21][C:19](=[O:20])[C@@:18]([CH2:23][OH:24])([CH3:22])[CH2:17][C@H:16]([NH2:25])[CH2:15][C:12]1[CH:13]=[CH:14][C:9]([C:33]2[CH:38]=[CH:37][CH:36]=[CH:35][CH:34]=2)=[CH:10][CH:11]=1)=[O:8])[CH3:7]. (2) Given the reactants [Cl:1][C:2]1[C:10]([CH2:11][O:12][CH2:13][C:14]([F:17])([F:16])[F:15])=[C:9]([S:18]([CH3:21])(=[O:20])=[O:19])[CH:8]=[CH:7][C:3]=1[C:4]([OH:6])=O.[O:22]1[CH:26]=[CH:25][C:24]([NH2:27])=[N:23]1.C(N(CC)CC)C.C(P1(=O)OP(=O)(CCC)OP(=O)(CCC)O1)CC, predict the reaction product. The product is: [Cl:1][C:2]1[C:10]([CH2:11][O:12][CH2:13][C:14]([F:17])([F:16])[F:15])=[C:9]([S:18]([CH3:21])(=[O:20])=[O:19])[CH:8]=[CH:7][C:3]=1[C:4]([NH:27][C:24]1[CH:25]=[CH:26][O:22][N:23]=1)=[O:6].